From a dataset of Full USPTO retrosynthesis dataset with 1.9M reactions from patents (1976-2016). Predict the reactants needed to synthesize the given product. (1) Given the product [CH2:26]([NH:33][C:16]([C:14]1[CH:13]=[CH:12][C:11]2[C:7]([CH2:6][CH2:5][CH2:4][N:3]([CH3:25])[CH3:2])([C:18]3[CH:19]=[CH:20][C:21]([F:24])=[CH:22][CH:23]=3)[O:8][CH2:9][C:10]=2[CH:15]=1)=[NH:17])[C:27]1[CH:32]=[CH:31][CH:30]=[CH:29][CH:28]=1, predict the reactants needed to synthesize it. The reactants are: Br.[CH3:2][N:3]([CH3:25])[CH2:4][CH2:5][CH2:6][C:7]1([C:18]2[CH:23]=[CH:22][C:21]([F:24])=[CH:20][CH:19]=2)[C:11]2[CH:12]=[CH:13][C:14]([C:16]#[N:17])=[CH:15][C:10]=2[CH2:9][O:8]1.[CH2:26]([NH2:33])[C:27]1[CH:32]=[CH:31][CH:30]=[CH:29][CH:28]=1. (2) The reactants are: [CH:1]([Si:4](Cl)([CH:8]([CH3:10])[CH3:9])[CH:5]([CH3:7])[CH3:6])([CH3:3])[CH3:2].[C:12]1([CH:18]([CH:22]([OH:24])[CH3:23])[CH2:19][CH2:20][OH:21])[CH:17]=[CH:16][CH:15]=[CH:14][CH:13]=1.N1C=CN=C1.C(OCC)(=O)C. Given the product [C:12]1([CH:18]([CH2:19][CH2:20][O:21][Si:4]([CH:8]([CH3:10])[CH3:9])([CH:5]([CH3:7])[CH3:6])[CH:1]([CH3:3])[CH3:2])[CH:22]([OH:24])[CH3:23])[CH:17]=[CH:16][CH:15]=[CH:14][CH:13]=1, predict the reactants needed to synthesize it. (3) Given the product [Cl:1][C:2]1[C:3]([S:19]([NH2:20])(=[O:22])=[O:21])=[N:4][CH:5]=[C:6]([C:7]([N:32]2[CH2:33][CH2:34][CH:29]([C:23]3[CH:28]=[CH:27][CH:26]=[CH:25][CH:24]=3)[CH2:30][CH2:31]2)=[O:9])[C:10]=1[NH:11][C:12]1[CH:17]=[CH:16][CH:15]=[C:14]([Cl:18])[CH:13]=1, predict the reactants needed to synthesize it. The reactants are: [Cl:1][C:2]1[C:3]([S:19](=[O:22])(=[O:21])[NH2:20])=[N:4][CH:5]=[C:6]([C:10]=1[NH:11][C:12]1[CH:17]=[CH:16][CH:15]=[C:14]([Cl:18])[CH:13]=1)[C:7]([OH:9])=O.[C:23]1([CH:29]2[CH2:34][CH2:33][NH:32][CH2:31][CH2:30]2)[CH:28]=[CH:27][CH:26]=[CH:25][CH:24]=1. (4) Given the product [CH:1]1([C:4]2[N:8]([C:9]3[CH:10]=[CH:11][C:12]([O:15][C:16]([F:19])([F:18])[F:17])=[CH:13][CH:14]=3)[N:7]=[C:6]([CH3:20])[C:5]=2[C:21]([N:32]2[CH2:33][CH2:34][CH:29]([N:24]3[CH2:28][CH2:27][CH2:26][CH2:25]3)[CH2:30][CH2:31]2)=[O:22])[CH2:3][CH2:2]1, predict the reactants needed to synthesize it. The reactants are: [CH:1]1([C:4]2[N:8]([C:9]3[CH:14]=[CH:13][C:12]([O:15][C:16]([F:19])([F:18])[F:17])=[CH:11][CH:10]=3)[N:7]=[C:6]([CH3:20])[C:5]=2[C:21](O)=[O:22])[CH2:3][CH2:2]1.[N:24]1([CH:29]2[CH2:34][CH2:33][NH:32][CH2:31][CH2:30]2)[CH2:28][CH2:27][CH2:26][CH2:25]1. (5) Given the product [Br:13][CH2:14][C:15]([O:12][C:9]1([CH2:7][CH3:8])[CH2:11][CH2:10][CH2:6][CH2:5]1)=[O:16], predict the reactants needed to synthesize it. The reactants are: N1[CH:6]=[CH:5]C=CC=1.[CH2:7]([C:9]1([OH:12])[CH2:11][CH2:10]1)[CH3:8].[Br:13][CH2:14][C:15](Br)=[O:16]. (6) Given the product [NH2:1][C:2]1[CH:3]=[CH:4][C:5]([S:12](=[O:24])(=[O:25])[NH:13][C:14]2[CH:15]=[CH:16][C:17]3[CH2:21][O:20][B:19]([OH:22])[C:18]=3[CH:23]=2)=[C:6]([CH2:8][C:9]([NH:29][CH:26]2[CH2:28][CH2:27]2)=[O:11])[CH:7]=1, predict the reactants needed to synthesize it. The reactants are: [NH2:1][C:2]1[CH:3]=[CH:4][C:5]([S:12](=[O:25])(=[O:24])[NH:13][C:14]2[CH:15]=[CH:16][C:17]3[CH2:21][O:20][B:19]([OH:22])[C:18]=3[CH:23]=2)=[C:6]([CH2:8][C:9]([OH:11])=O)[CH:7]=1.[CH:26]1([NH2:29])[CH2:28][CH2:27]1.C1CN([P+](ON2N=NC3C=CC=CC2=3)(N2CCCC2)N2CCCC2)CC1.F[P-](F)(F)(F)(F)F.C(N(CC)CC)C. (7) Given the product [CH3:12][O:13][CH2:14][CH2:15][C:16]#[C:17][C:2]1[CH:7]=[CH:6][N:5]=[CH:4][C:3]=1[O:8][C:9](=[O:11])[CH3:10], predict the reactants needed to synthesize it. The reactants are: I[C:2]1[CH:7]=[CH:6][N:5]=[CH:4][C:3]=1[O:8][C:9](=[O:11])[CH3:10].[CH3:12][O:13][CH2:14][CH2:15][C:16]#[CH:17].C(OCC)C. (8) Given the product [F:13][C:14]1[CH:22]=[CH:21][C:17]([C:18]([N:2]([CH3:1])[CH2:3][CH2:4][C:5]#[C:6][C:7]2[CH:12]=[CH:11][CH:10]=[CH:9][N:8]=2)=[O:19])=[CH:16][CH:15]=1, predict the reactants needed to synthesize it. The reactants are: [CH3:1][NH:2][CH2:3][CH2:4][C:5]#[C:6][C:7]1[CH:12]=[CH:11][CH:10]=[CH:9][N:8]=1.[F:13][C:14]1[CH:22]=[CH:21][C:17]([C:18](Cl)=[O:19])=[CH:16][CH:15]=1. (9) The reactants are: [C:1]([C:3]1[C:4]([NH2:19])=[N:5][CH:6]=[CH:7][C:8]=1[O:9][C:10]1[CH:15]=[CH:14][C:13]([N+:16]([O-])=O)=[CH:12][CH:11]=1)#[CH:2].[Cl-].[NH4+].CN(C)C=O.C(O)C. Given the product [NH2:16][C:13]1[CH:14]=[CH:15][C:10]([O:9][C:8]2[CH:7]=[CH:6][N:5]=[C:4]([NH2:19])[C:3]=2[C:1]#[CH:2])=[CH:11][CH:12]=1, predict the reactants needed to synthesize it.